Dataset: Reaction yield outcomes from USPTO patents with 853,638 reactions. Task: Predict the reaction yield, written as a fraction of the theoretical maximum amount of product (1.0 means a 100% yield; for example, 0.34 means a 34% yield). (1) The reactants are [CH:1]1([CH2:6][CH:7]([C:12]2[CH:17]=[CH:16][C:15]([S:18]([CH:21]3[CH2:23][CH2:22]3)(=[O:20])=[O:19])=[CH:14][CH:13]=2)[C:8]([O:10]C)=[O:9])[CH2:5][CH2:4][CH2:3][CH2:2]1.O1CCCC1.[OH-].[Na+].Cl. The catalyst is CO. The product is [CH:1]1([CH2:6][CH:7]([C:12]2[CH:17]=[CH:16][C:15]([S:18]([CH:21]3[CH2:23][CH2:22]3)(=[O:19])=[O:20])=[CH:14][CH:13]=2)[C:8]([OH:10])=[O:9])[CH2:2][CH2:3][CH2:4][CH2:5]1. The yield is 0.890. (2) The reactants are [F:1][C:2]1[CH:15]=[CH:14][CH:13]=[C:12]([F:16])[C:3]=1[O:4][C:5]1[CH:11]=[CH:10][C:8](N)=[CH:7][CH:6]=1.Cl.N([O-])=O.[Na+].[Na+].[I-:23]. The catalyst is O. The product is [F:1][C:2]1[CH:15]=[CH:14][CH:13]=[C:12]([F:16])[C:3]=1[O:4][C:5]1[CH:11]=[CH:10][C:8]([I:23])=[CH:7][CH:6]=1. The yield is 0.770. (3) The reactants are C(OC[Li])C.C(C1C=CC(C2C=CC(C(C)(C)C)=CC=2)=CC=1)(C)(C)C.[CH2:26]([O:28][CH2:29]Cl)[CH3:27].[Br:31][C:32]1[CH:37]=[CH:36][C:35]([NH:38][C:39]2[C:40]([CH:49]=[O:50])=[CH:41][C:42]3[NH:46][CH:45]=[N:44][C:43]=3[C:47]=2[F:48])=[C:34]([Cl:51])[CH:33]=1. The catalyst is C1COCC1. The product is [Br:31][C:32]1[CH:37]=[CH:36][C:35]([NH:38][C:39]2[C:40]([CH:49]([OH:50])[CH2:29][O:28][CH2:26][CH3:27])=[CH:41][C:42]3[NH:46][CH:45]=[N:44][C:43]=3[C:47]=2[F:48])=[C:34]([Cl:51])[CH:33]=1. The yield is 0.440. (4) The reactants are [CH3:1][O:2][C:3]1[CH:21]=[CH:20][C:6]([CH2:7][O:8][C:9]2[C:10](=[O:19])[CH:11]=[C:12]([C:16]([OH:18])=O)[N:13]([CH3:15])[CH:14]=2)=[CH:5][CH:4]=1.CN(C(ON1N=NC2C=CC=NC1=2)=[N+](C)C)C.F[P-](F)(F)(F)(F)F.C(N(C(C)C)CC)(C)C.[N:55]1([CH2:60][CH2:61][NH2:62])[CH2:59][CH2:58][CH2:57][CH2:56]1. The catalyst is CN(C)C=O. The product is [CH3:1][O:2][C:3]1[CH:4]=[CH:5][C:6]([CH2:7][O:8][C:9]2[C:10](=[O:19])[CH:11]=[C:12]([C:16]([NH:62][CH2:61][CH2:60][N:55]3[CH2:59][CH2:58][CH2:57][CH2:56]3)=[O:18])[N:13]([CH3:15])[CH:14]=2)=[CH:20][CH:21]=1. The yield is 0.820. (5) The reactants are [C:1]1(=O)[NH:5][C:4](=[O:6])[C:3]2=[CH:7][CH:8]=[CH:9][CH:10]=[C:2]12.Cl.[Sn]. The catalyst is C(O)(=O)C. The product is [C:4]1(=[O:6])[C:3]2[C:2](=[CH:10][CH:9]=[CH:8][CH:7]=2)[CH2:1][NH:5]1. The yield is 0.750.